Dataset: Forward reaction prediction with 1.9M reactions from USPTO patents (1976-2016). Task: Predict the product of the given reaction. (1) Given the reactants [CH3:1][C:2]1[CH:7]=[CH:6][C:5]([C:8]2[CH:13]=[CH:12][C:11]([OH:14])=[CH:10][CH:9]=2)=[CH:4][CH:3]=1.C[O:16][C:17](=[O:26])[C:18]1[CH:23]=[CH:22][CH:21]=[CH:20][C:19]=1[CH2:24]Br, predict the reaction product. The product is: [CH3:1][C:2]1[CH:3]=[CH:4][C:5]([C:8]2[CH:13]=[CH:12][C:11]([O:14][CH2:24][C:19]3[CH:20]=[CH:21][CH:22]=[CH:23][C:18]=3[C:17]([OH:26])=[O:16])=[CH:10][CH:9]=2)=[CH:6][CH:7]=1. (2) Given the reactants B(Br)(Br)Br.[N+:5]([C:8]1[CH:13]=[C:12]([C:14]2[O:15][C:16]3[CH:22]=[C:21]([O:23]C)[CH:20]=[CH:19][C:17]=3[CH:18]=2)[CH:11]=[CH:10][N:9]=1)([O-:7])=[O:6].O, predict the reaction product. The product is: [N+:5]([C:8]1[CH:13]=[C:12]([C:14]2[O:15][C:16]3[CH:22]=[C:21]([OH:23])[CH:20]=[CH:19][C:17]=3[CH:18]=2)[CH:11]=[CH:10][N:9]=1)([O-:7])=[O:6].